From a dataset of Forward reaction prediction with 1.9M reactions from USPTO patents (1976-2016). Predict the product of the given reaction. Given the reactants Br[C:2]1[CH:3]=[C:4]([NH:9][C:10](=[O:21])[C:11]2[CH:16]=[CH:15][CH:14]=[C:13]([C:17]([F:20])([F:19])[F:18])[CH:12]=2)[CH:5]=[CH:6][C:7]=1[CH3:8].[C:22]([O-])(=O)[CH3:23].[K+], predict the reaction product. The product is: [CH:10]1[C:22]2[C:23](=[CH:5][CH:6]=[C:7]([C:2]3[CH:3]=[C:4]([NH:9][C:10](=[O:21])[C:11]4[CH:16]=[CH:15][CH:14]=[C:13]([C:17]([F:20])([F:19])[F:18])[CH:12]=4)[CH:5]=[CH:6][C:7]=3[CH3:8])[CH:2]=2)[CH:3]=[CH:4][N:9]=1.